This data is from Reaction yield outcomes from USPTO patents with 853,638 reactions. The task is: Predict the reaction yield, written as a fraction of the theoretical maximum amount of product (1.0 means a 100% yield; for example, 0.34 means a 34% yield). (1) The reactants are [CH3:1][CH:2]1[C:14]2[C:13]3[C:8](=[CH:9][CH:10]=[C:11]([C:15]([OH:17])=[O:16])[CH:12]=3)[NH:7][C:6]=2[C:5](=[O:18])[NH:4][CH2:3]1.C(C1C(=O)C(Cl)=C(Cl)C(=O)C=1C#N)#N. The catalyst is O1CCOCC1.O. The product is [CH3:1][C:2]1[C:14]2[C:13]3[C:8](=[CH:9][CH:10]=[C:11]([C:15]([OH:17])=[O:16])[CH:12]=3)[NH:7][C:6]=2[C:5](=[O:18])[NH:4][CH:3]=1. The yield is 0.760. (2) The reactants are [CH2:1]([P:3]([CH2:6][OH:7])(=[O:5])[OH:4])[CH3:2].[CH2:8](O)[CH2:9][CH2:10][CH3:11]. The catalyst is O. The product is [CH2:1]([P:3]([CH2:6][OH:7])(=[O:4])[O:5][CH2:8][CH2:9][CH2:10][CH3:11])[CH3:2]. The yield is 0.790. (3) The reactants are CC([Si](C)(C)[O:6][CH2:7][C@@:8]1([C:28]([N:30]([CH3:32])[CH3:31])=[O:29])[CH2:12][CH2:11][C@H:10]([C:13]2[CH:18]=[CH:17][C:16]([O:19][CH2:20][C:21]3[CH:26]=[CH:25][CH:24]=[CH:23][C:22]=3[F:27])=[CH:15][CH:14]=2)[NH:9]1)(C)C. The catalyst is O1CCCC1. The product is [F:27][C:22]1[CH:23]=[CH:24][CH:25]=[CH:26][C:21]=1[CH2:20][O:19][C:16]1[CH:17]=[CH:18][C:13]([C@@H:10]2[NH:9][C@:8]([CH2:7][OH:6])([C:28]([N:30]([CH3:31])[CH3:32])=[O:29])[CH2:12][CH2:11]2)=[CH:14][CH:15]=1. The yield is 0.494. (4) The reactants are [O:1]1[CH:5]=[CH:4][N:3]=[C:2]1[CH2:6][O:7][C:8]1[CH:17]=[N:16][C:15]2[C:14](=O)[NH:13][CH:12]=[N:11][C:10]=2[CH:9]=1.C(N(CC)C(C)C)(C)C.P(Cl)(Cl)([Cl:30])=O.C([O-])(O)=O.[Na+]. The catalyst is C1(C)C=CC=CC=1. The product is [Cl:30][C:14]1[C:15]2[N:16]=[CH:17][C:8]([O:7][CH2:6][C:2]3[O:1][CH:5]=[CH:4][N:3]=3)=[CH:9][C:10]=2[N:11]=[CH:12][N:13]=1. The yield is 0.930. (5) The reactants are [Br:1][C:2]1[CH:7]=[C:6]([F:8])[C:5]([N+:9]([O-])=O)=[CH:4][C:3]=1[CH2:12][C:13](=[O:15])[CH3:14]. The catalyst is C(O)(=O)C.[Fe]. The product is [NH2:9][C:5]1[C:6]([F:8])=[CH:7][C:2]([Br:1])=[C:3]([CH2:12][C:13](=[O:15])[CH3:14])[CH:4]=1. The yield is 0.940. (6) The yield is 0.950. The reactants are Cl[CH2:2][C:3]1[CH:13]=[CH:12][C:6]2[O:7][C:8]([F:11])([F:10])[O:9][C:5]=2[CH:4]=1.[C-:14]#[N:15].[Na+].O.C(OC)(C)(C)C. The catalyst is CS(C)=O. The product is [F:10][C:8]1([F:11])[O:7][C:6]2[CH:12]=[CH:13][C:3]([CH2:2][C:14]#[N:15])=[CH:4][C:5]=2[O:9]1.